Dataset: Forward reaction prediction with 1.9M reactions from USPTO patents (1976-2016). Task: Predict the product of the given reaction. (1) Given the reactants C([Cl:4])(=O)C.C(OC([N:12]1[CH2:17][CH2:16][C:15]([N:24]([CH3:26])[CH3:25])([C:18]2[CH:23]=[CH:22][CH:21]=[CH:20][CH:19]=2)[CH2:14][CH2:13]1)=O)(C)(C)C.CO.C(Cl)(Cl)[Cl:30], predict the reaction product. The product is: [ClH:4].[ClH:30].[CH3:25][N:24]([CH3:26])[C:15]1([C:18]2[CH:23]=[CH:22][CH:21]=[CH:20][CH:19]=2)[CH2:14][CH2:13][NH:12][CH2:17][CH2:16]1. (2) Given the reactants [OH:1][C@@H:2]1[C@H:6]([CH2:7][NH:8][C:9]([O:11][CH2:12][C:13]2[CH:18]=[CH:17][CH:16]=[CH:15][CH:14]=2)=[O:10])[CH2:5][N:4]([C:19]([O:21][C:22]([CH3:25])([CH3:24])[CH3:23])=[O:20])[CH2:3]1.C1C=C[NH+]=CC=1.[O-][Cr](Cl)(=O)=O.[O-][Si]([O-])=O.[Mg+2], predict the reaction product. The product is: [O:1]=[C:2]1[C@H:6]([CH2:7][NH:8][C:9]([O:11][CH2:12][C:13]2[CH:18]=[CH:17][CH:16]=[CH:15][CH:14]=2)=[O:10])[CH2:5][N:4]([C:19]([O:21][C:22]([CH3:25])([CH3:24])[CH3:23])=[O:20])[CH2:3]1.